Dataset: TCR-epitope binding with 47,182 pairs between 192 epitopes and 23,139 TCRs. Task: Binary Classification. Given a T-cell receptor sequence (or CDR3 region) and an epitope sequence, predict whether binding occurs between them. The epitope is YSEHPTFTSQY. The TCR CDR3 sequence is CASSGGSSDTQYF. Result: 1 (the TCR binds to the epitope).